This data is from Catalyst prediction with 721,799 reactions and 888 catalyst types from USPTO. The task is: Predict which catalyst facilitates the given reaction. (1) The catalyst class is: 49. Reactant: [Br:1][C:2]1[CH:3]=[N:4][CH:5]=[C:6]([F:8])[CH:7]=1.C(NC(C)C)(C)C.[Li].Cl[C:18]([O:20][CH2:21][CH3:22])=[O:19]. Product: [CH2:21]([O:20][C:18](=[O:19])[C:7]1[C:6]([F:8])=[CH:5][N:4]=[CH:3][C:2]=1[Br:1])[CH3:22]. (2) Reactant: [NH2:1][C:2]1[N:7]=[C:6](Cl)[CH:5]=[CH:4][C:3]=1[N+:9]([O-:11])=[O:10].[CH2:12]([O:14][C:15]([N:17]1[CH2:22][CH2:21][NH:20][CH2:19][CH2:18]1)=[O:16])[CH3:13]. Product: [N+:9]([C:3]1[CH:4]=[CH:5][C:6]([N:20]2[CH2:19][CH2:18][N:17]([C:15]([O:14][CH2:12][CH3:13])=[O:16])[CH2:22][CH2:21]2)=[N:7][C:2]=1[NH2:1])([O-:11])=[O:10]. The catalyst class is: 32.